From a dataset of Full USPTO retrosynthesis dataset with 1.9M reactions from patents (1976-2016). Predict the reactants needed to synthesize the given product. (1) Given the product [C:1]([O:4][CH2:5][C:6]1([CH2:7][Cl:8])[C:13]2=[N:18][C:17]([C:19]([O:21][CH2:22][CH3:23])=[O:20])=[C:16]([O:24][S:27]([CH3:26])(=[O:29])=[O:28])[C:15](=[O:25])[N:14]2[CH2:11][CH2:10][O:9]1)(=[O:3])[CH3:2], predict the reactants needed to synthesize it. The reactants are: [C:1]([O:4][CH2:5][C:6]([C:13]1[NH:14][C:15](=[O:25])[C:16]([OH:24])=[C:17]([C:19]([O:21][CH2:22][CH3:23])=[O:20])[N:18]=1)([O:9][CH2:10][CH2:11]O)[CH2:7][Cl:8])(=[O:3])[CH3:2].[CH3:26][S:27](Cl)(=[O:29])=[O:28].CCN(CC)CC. (2) Given the product [C:1]1([S:7]([CH:10]2[CH2:11][CH2:12][N:13]([C:17]3[C:22]([C:23]([F:26])([F:25])[F:24])=[CH:21][CH:20]=[CH:19][N:18]=3)[CH2:14][CH2:15]2)(=[O:9])=[O:8])[CH:6]=[CH:5][CH:4]=[CH:3][CH:2]=1, predict the reactants needed to synthesize it. The reactants are: [C:1]1([S:7]([CH:10]2[CH2:15][CH2:14][NH:13][CH2:12][CH2:11]2)(=[O:9])=[O:8])[CH:6]=[CH:5][CH:4]=[CH:3][CH:2]=1.Cl[C:17]1[C:22]([C:23]([F:26])([F:25])[F:24])=[CH:21][CH:20]=[CH:19][N:18]=1.C(N(C(C)C)CC)(C)C.[NH4+].[Cl-]. (3) Given the product [CH3:27][C:24]1[CH:23]=[CH:22][C:21]([S:20][C:16]2[N:15]=[C:14]([C:12]3[S:4][C:3]4[CH:5]=[CH:6][CH:7]=[CH:8][C:2]=4[C:1](=[O:10])[N:13]=3)[CH:19]=[CH:18][CH:17]=2)=[CH:26][CH:25]=1, predict the reactants needed to synthesize it. The reactants are: [C:1]([O:10]C)(=O)[C:2]1[C:3](=[CH:5][CH:6]=[CH:7][CH:8]=1)[SH:4].[C:12]([C:14]1[CH:19]=[CH:18][CH:17]=[C:16]([S:20][C:21]2[CH:26]=[CH:25][C:24]([CH3:27])=[CH:23][CH:22]=2)[N:15]=1)#[N:13].C(N(CC)CC)C. (4) Given the product [CH2:48]([O:42][C:41]([C:38]1[CH:37]=[C:36]([O:44][CH2:1][C:2]2[CH:7]=[CH:6][CH:5]=[CH:4][CH:3]=2)[C:35]2[C:40](=[C:31]([O:30][CH2:23][C:24]3[CH:25]=[CH:26][CH:27]=[CH:28][CH:29]=3)[CH:32]=[C:33]([Br:45])[CH:34]=2)[N:39]=1)=[O:43])[C:49]1[CH:54]=[CH:53][CH:52]=[CH:51][CH:50]=1, predict the reactants needed to synthesize it. The reactants are: [CH2:1](OC1C(Br)=CC=C2C=1N=C(C(O)=O)C=C2)[C:2]1[CH:7]=[CH:6][CH:5]=[CH:4][CH:3]=1.[CH2:23]([O:30][C:31]1[CH:32]=[C:33]([Br:45])[CH:34]=[C:35]2[C:40]=1[N:39]=[C:38]([C:41]([OH:43])=[O:42])[CH:37]=[C:36]2[OH:44])[C:24]1[CH:29]=[CH:28][CH:27]=[CH:26][CH:25]=1.[H-].[Na+].[CH2:48](Br)[C:49]1[CH:54]=[CH:53][CH:52]=[CH:51][CH:50]=1.